Dataset: TCR-epitope binding with 47,182 pairs between 192 epitopes and 23,139 TCRs. Task: Binary Classification. Given a T-cell receptor sequence (or CDR3 region) and an epitope sequence, predict whether binding occurs between them. (1) The epitope is HLVDFQVTI. The TCR CDR3 sequence is CASTPGTSRDNEQFF. Result: 0 (the TCR does not bind to the epitope). (2) The epitope is GLIYNRMGAVTTEV. The TCR CDR3 sequence is CASSPIGYGYTF. Result: 1 (the TCR binds to the epitope). (3) The epitope is FIAGLIAIV. Result: 1 (the TCR binds to the epitope). The TCR CDR3 sequence is CSASPSGRYNEQFF. (4) The epitope is KAYNVTQAF. The TCR CDR3 sequence is CASSEYVQYYFYTF. Result: 0 (the TCR does not bind to the epitope).